This data is from NCI-60 drug combinations with 297,098 pairs across 59 cell lines. The task is: Regression. Given two drug SMILES strings and cell line genomic features, predict the synergy score measuring deviation from expected non-interaction effect. (1) Drug 2: COC1=CC(=CC(=C1O)OC)C2C3C(COC3=O)C(C4=CC5=C(C=C24)OCO5)OC6C(C(C7C(O6)COC(O7)C8=CC=CS8)O)O. Cell line: KM12. Drug 1: CCCS(=O)(=O)NC1=C(C(=C(C=C1)F)C(=O)C2=CNC3=C2C=C(C=N3)C4=CC=C(C=C4)Cl)F. Synergy scores: CSS=32.7, Synergy_ZIP=-0.841, Synergy_Bliss=8.06, Synergy_Loewe=-13.1, Synergy_HSA=5.24. (2) Drug 1: CC(CN1CC(=O)NC(=O)C1)N2CC(=O)NC(=O)C2. Drug 2: CC(C)CN1C=NC2=C1C3=CC=CC=C3N=C2N. Cell line: UO-31. Synergy scores: CSS=12.2, Synergy_ZIP=-4.27, Synergy_Bliss=-0.537, Synergy_Loewe=-0.0646, Synergy_HSA=-0.319. (3) Drug 1: C#CCC(CC1=CN=C2C(=N1)C(=NC(=N2)N)N)C3=CC=C(C=C3)C(=O)NC(CCC(=O)O)C(=O)O. Drug 2: C1C(C(OC1N2C=NC(=NC2=O)N)CO)O. Cell line: SW-620. Synergy scores: CSS=13.1, Synergy_ZIP=-0.779, Synergy_Bliss=1.50, Synergy_Loewe=0.926, Synergy_HSA=0.861. (4) Drug 1: C1=CN(C(=O)N=C1N)C2C(C(C(O2)CO)O)O.Cl. Drug 2: CCN(CC)CCCC(C)NC1=C2C=C(C=CC2=NC3=C1C=CC(=C3)Cl)OC. Cell line: OVCAR-4. Synergy scores: CSS=15.8, Synergy_ZIP=-4.60, Synergy_Bliss=-2.43, Synergy_Loewe=-0.914, Synergy_HSA=-0.685. (5) Drug 1: C#CCC(CC1=CN=C2C(=N1)C(=NC(=N2)N)N)C3=CC=C(C=C3)C(=O)NC(CCC(=O)O)C(=O)O. Drug 2: C1=NNC2=C1C(=O)NC=N2. Cell line: HL-60(TB). Synergy scores: CSS=62.0, Synergy_ZIP=-0.278, Synergy_Bliss=1.79, Synergy_Loewe=-51.2, Synergy_HSA=2.63. (6) Drug 1: CC1=C(C=C(C=C1)NC(=O)C2=CC=C(C=C2)CN3CCN(CC3)C)NC4=NC=CC(=N4)C5=CN=CC=C5. Drug 2: C1=NNC2=C1C(=O)NC=N2. Cell line: PC-3. Synergy scores: CSS=-0.440, Synergy_ZIP=-0.0237, Synergy_Bliss=-1.87, Synergy_Loewe=-2.48, Synergy_HSA=-2.96. (7) Drug 1: CC1=C(C=C(C=C1)NC2=NC=CC(=N2)N(C)C3=CC4=NN(C(=C4C=C3)C)C)S(=O)(=O)N.Cl. Drug 2: CCC1=C2CN3C(=CC4=C(C3=O)COC(=O)C4(CC)O)C2=NC5=C1C=C(C=C5)O. Cell line: OVCAR-8. Synergy scores: CSS=34.4, Synergy_ZIP=2.23, Synergy_Bliss=2.00, Synergy_Loewe=-16.0, Synergy_HSA=2.28.